From a dataset of Forward reaction prediction with 1.9M reactions from USPTO patents (1976-2016). Predict the product of the given reaction. (1) Given the reactants [Br:1][C:2]1[C:3]([OH:12])=[C:4]([CH:7]=[C:8]([O:10][CH3:11])[CH:9]=1)[CH:5]=O.Cl[CH2:14][C:15]([N:17]([CH3:19])[CH3:18])=[O:16].C(=O)([O-])[O-].[K+].[K+], predict the reaction product. The product is: [Br:1][C:2]1[C:3]2[O:12][C:14]([C:15]([N:17]([CH3:19])[CH3:18])=[O:16])=[CH:5][C:4]=2[CH:7]=[C:8]([O:10][CH3:11])[CH:9]=1. (2) Given the reactants Cl.Cl.[CH3:3][C:4]1[CH:9]=[CH:8][C:7]([S:10]([O:13][CH2:14][C@@H:15]2[O:20][C:19]3[C:21]([NH2:26])=[C:22]([NH2:25])[CH:23]=[CH:24][C:18]=3[O:17][CH2:16]2)(=[O:12])=[O:11])=[CH:6][CH:5]=1.[F:27][C:28]([F:36])([F:35])[C:29]([F:34])([F:33])[C:30](O)=O, predict the reaction product. The product is: [CH3:3][C:4]1[CH:9]=[CH:8][C:7]([S:10]([O:13][CH2:14][CH:15]2[O:20][C:19]3[C:18](=[CH:24][CH:23]=[C:22]4[NH:25][C:30]([C:29]([F:34])([F:33])[C:28]([F:36])([F:35])[F:27])=[N:26][C:21]4=3)[O:17][CH2:16]2)(=[O:12])=[O:11])=[CH:6][CH:5]=1. (3) Given the reactants [F:1][C:2]1[CH:11]=[CH:10][C:5]([C:6](=O)[CH2:7][Br:8])=[CH:4][CH:3]=1.CO.Cl.[CH3:15][O:16][NH2:17].[Br-].[Li+], predict the reaction product. The product is: [CH3:15][O:16][N:17]=[C:6]([C:5]1[CH:10]=[CH:11][C:2]([F:1])=[CH:3][CH:4]=1)[CH2:7][Br:8]. (4) Given the reactants [S:1]1[C:9]2[CH2:8][CH2:7][NH:6][CH2:5][C:4]=2[CH:3]=[C:2]1[C:10]([O:12][CH2:13][CH3:14])=[O:11].[NH2:15]OS(=O)(=O)O.C([O-])([O-])=O.[K+].[K+], predict the reaction product. The product is: [NH2:15][N:6]1[CH2:7][CH2:8][C:9]2[S:1][C:2]([C:10]([O:12][CH2:13][CH3:14])=[O:11])=[CH:3][C:4]=2[CH2:5]1. (5) Given the reactants [NH2:1][C@H:2]([C:8]([OH:10])=[O:9])[CH2:3][CH2:4][C:5]([OH:7])=O.[OH-].[Na+].[CH3:13][C:14]([CH3:18])([CH3:17])[CH:15]=O.[BH4-].[Na+], predict the reaction product. The product is: [CH3:13][C:14]([CH3:18])([CH3:17])[CH2:15][N:1]1[C:5](=[O:7])[CH2:4][CH2:3][C@H:2]1[C:8]([OH:10])=[O:9]. (6) Given the reactants [CH2:1]([N:8]=[C:9]([C:11]1[CH:16]=[CH:15][CH:14]=[CH:13][CH:12]=1)[CH3:10])[C:2]1[CH:7]=[CH:6][CH:5]=[CH:4][CH:3]=1.[H][H], predict the reaction product. The product is: [CH2:1]([NH:8][CH:9]([C:11]1[CH:16]=[CH:15][CH:14]=[CH:13][CH:12]=1)[CH3:10])[C:2]1[CH:7]=[CH:6][CH:5]=[CH:4][CH:3]=1. (7) Given the reactants [S:1]1[CH:5]=[CH:4][CH:3]=[C:2]1[N:6]1[CH2:11][CH2:10][CH:9]([C:12]([OH:14])=O)[CH2:8][CH2:7]1.BrC1SC=CC=1.[N:21]1[C:30]2[C:25](=[CH:26][C:27]([NH2:31])=[CH:28][CH:29]=2)[N:24]=[CH:23][CH:22]=1, predict the reaction product. The product is: [N:21]1[C:30]2[C:25](=[CH:26][C:27]([NH:31][C:12]([CH:9]3[CH2:8][CH2:7][N:6]([C:2]4[S:1][CH:5]=[CH:4][CH:3]=4)[CH2:11][CH2:10]3)=[O:14])=[CH:28][CH:29]=2)[N:24]=[CH:23][CH:22]=1.